From a dataset of NCI-60 drug combinations with 297,098 pairs across 59 cell lines. Regression. Given two drug SMILES strings and cell line genomic features, predict the synergy score measuring deviation from expected non-interaction effect. (1) Drug 2: CC1=CC2C(CCC3(C2CCC3(C(=O)C)OC(=O)C)C)C4(C1=CC(=O)CC4)C. Drug 1: C1=CC(=C2C(=C1NCCNCCO)C(=O)C3=C(C=CC(=C3C2=O)O)O)NCCNCCO. Synergy scores: CSS=51.9, Synergy_ZIP=16.1, Synergy_Bliss=13.0, Synergy_Loewe=-50.2, Synergy_HSA=9.19. Cell line: SNB-75. (2) Drug 1: CC1=C(C=C(C=C1)C(=O)NC2=CC(=CC(=C2)C(F)(F)F)N3C=C(N=C3)C)NC4=NC=CC(=N4)C5=CN=CC=C5. Drug 2: COCCOC1=C(C=C2C(=C1)C(=NC=N2)NC3=CC=CC(=C3)C#C)OCCOC.Cl. Cell line: U251. Synergy scores: CSS=4.64, Synergy_ZIP=-0.756, Synergy_Bliss=-1.03, Synergy_Loewe=3.36, Synergy_HSA=-2.85. (3) Drug 1: CC1=C(C(=O)C2=C(C1=O)N3CC4C(C3(C2COC(=O)N)OC)N4)N. Drug 2: C1CN(P(=O)(OC1)NCCCl)CCCl. Cell line: A498. Synergy scores: CSS=18.3, Synergy_ZIP=-8.02, Synergy_Bliss=-11.9, Synergy_Loewe=-25.8, Synergy_HSA=-13.0. (4) Drug 1: CC1=C(C(CCC1)(C)C)C=CC(=CC=CC(=CC(=O)O)C)C. Drug 2: CCC1=C2CN3C(=CC4=C(C3=O)COC(=O)C4(CC)O)C2=NC5=C1C=C(C=C5)O. Cell line: SW-620. Synergy scores: CSS=37.9, Synergy_ZIP=-3.91, Synergy_Bliss=2.50, Synergy_Loewe=-42.0, Synergy_HSA=1.52. (5) Drug 1: CC1C(C(=O)NC(C(=O)N2CCCC2C(=O)N(CC(=O)N(C(C(=O)O1)C(C)C)C)C)C(C)C)NC(=O)C3=C4C(=C(C=C3)C)OC5=C(C(=O)C(=C(C5=N4)C(=O)NC6C(OC(=O)C(N(C(=O)CN(C(=O)C7CCCN7C(=O)C(NC6=O)C(C)C)C)C)C(C)C)C)N)C. Drug 2: CS(=O)(=O)OCCCCOS(=O)(=O)C. Cell line: PC-3. Synergy scores: CSS=6.13, Synergy_ZIP=-4.30, Synergy_Bliss=-0.951, Synergy_Loewe=-1.47, Synergy_HSA=-0.744. (6) Drug 1: CC1=C2C(C(=O)C3(C(CC4C(C3C(C(C2(C)C)(CC1OC(=O)C(C(C5=CC=CC=C5)NC(=O)OC(C)(C)C)O)O)OC(=O)C6=CC=CC=C6)(CO4)OC(=O)C)OC)C)OC. Drug 2: CCN(CC)CCCC(C)NC1=C2C=C(C=CC2=NC3=C1C=CC(=C3)Cl)OC. Cell line: KM12. Synergy scores: CSS=43.6, Synergy_ZIP=-0.311, Synergy_Bliss=-0.773, Synergy_Loewe=-3.97, Synergy_HSA=3.71. (7) Cell line: RXF 393. Synergy scores: CSS=24.0, Synergy_ZIP=-4.16, Synergy_Bliss=-0.843, Synergy_Loewe=0.208, Synergy_HSA=1.28. Drug 2: CNC(=O)C1=NC=CC(=C1)OC2=CC=C(C=C2)NC(=O)NC3=CC(=C(C=C3)Cl)C(F)(F)F. Drug 1: C1=CC(=CC=C1CCC2=CNC3=C2C(=O)NC(=N3)N)C(=O)NC(CCC(=O)O)C(=O)O. (8) Drug 1: C1=CC(=CC=C1CCCC(=O)O)N(CCCl)CCCl. Drug 2: CCC(=C(C1=CC=CC=C1)C2=CC=C(C=C2)OCCN(C)C)C3=CC=CC=C3.C(C(=O)O)C(CC(=O)O)(C(=O)O)O. Cell line: SW-620. Synergy scores: CSS=8.99, Synergy_ZIP=-7.82, Synergy_Bliss=-5.96, Synergy_Loewe=-10.5, Synergy_HSA=-8.62. (9) Drug 1: C1=NC(=NC(=O)N1C2C(C(C(O2)CO)O)O)N. Drug 2: CC1=C(C(=CC=C1)Cl)NC(=O)C2=CN=C(S2)NC3=CC(=NC(=N3)C)N4CCN(CC4)CCO. Cell line: MALME-3M. Synergy scores: CSS=4.69, Synergy_ZIP=-4.09, Synergy_Bliss=-2.58, Synergy_Loewe=-2.93, Synergy_HSA=-2.68.